This data is from Full USPTO retrosynthesis dataset with 1.9M reactions from patents (1976-2016). The task is: Predict the reactants needed to synthesize the given product. (1) Given the product [CH3:1][S:2]([Cl:5])(=[O:4])=[O:3].[Cl-:6].[Cl-:5].[Cl-:5].[Al+3:9].[Cl-:5].[Na+:11], predict the reactants needed to synthesize it. The reactants are: [CH3:1][S:2]([Cl:5])(=[O:4])=[O:3].[Cl-:6].[Cl-].[Cl-].[Al+3:9].[Cl-].[Na+:11]. (2) Given the product [CH2:3]([N:7]1[C:11]([C:12]2[CH:13]=[CH:14][N:15]=[CH:16][CH:17]=2)=[C:10]([C:18]2[O:20][N:24]=[C:25]([C:27]3[CH:28]=[C:29]4[C:33](=[CH:34][CH:35]=3)[NH:32][N:31]=[CH:30]4)[N:26]=2)[CH:9]=[N:8]1)[CH:4]([CH3:5])[CH3:6], predict the reactants needed to synthesize it. The reactants are: [H-].[Na+].[CH2:3]([N:7]1[C:11]([C:12]2[CH:17]=[CH:16][N:15]=[CH:14][CH:13]=2)=[C:10]([C:18]([O:20]CC)=O)[CH:9]=[N:8]1)[CH:4]([CH3:6])[CH3:5].O[N:24]=[C:25]([C:27]1[CH:28]=[C:29]2[C:33](=[CH:34][CH:35]=1)[NH:32][N:31]=[CH:30]2)[NH2:26].O. (3) Given the product [N+:1]([C:4]1[CH:9]=[CH:8][C:7]2[C:18]3[CH2:19][C:15]([C:6]=2[CH:5]=1)=[CH:16][CH:17]=3)([O-:3])=[O:2], predict the reactants needed to synthesize it. The reactants are: [N+:1]([C:4]1[CH:5]=[CH:6][CH:7]=[CH:8][CH:9]=1)([O-:3])=[O:2].[N+](C1C=[CH:15][CH:16]=[C:17](N)[C:18]=1[C:19](O)=O)([O-])=O.C(C1C=CC=C1)(C)C.